Dataset: Forward reaction prediction with 1.9M reactions from USPTO patents (1976-2016). Task: Predict the product of the given reaction. (1) Given the reactants [NH2:1][C:2]1[CH:3]=[C:4]([N:8]2[C:14](=[O:15])[CH2:13][C:12](=[O:16])[NH:11][C:10]3[C:17]4[C:22]([CH:23]=[CH:24][C:9]2=3)=[CH:21][CH:20]=[CH:19][CH:18]=4)[CH:5]=[CH:6][CH:7]=1.[C:25]1([S:35](Cl)(=[O:37])=[O:36])[C:34]2[C:29](=[CH:30][CH:31]=[CH:32][CH:33]=2)[CH:28]=[CH:27][CH:26]=1, predict the reaction product. The product is: [O:16]=[C:12]1[NH:11][C:10]2[C:17]3[C:22]([CH:23]=[CH:24][C:9]=2[N:8]([C:4]2[CH:3]=[C:2]([NH:1][S:35]([C:25]4[C:34]5[C:29](=[CH:30][CH:31]=[CH:32][CH:33]=5)[CH:28]=[CH:27][CH:26]=4)(=[O:37])=[O:36])[CH:7]=[CH:6][CH:5]=2)[C:14](=[O:15])[CH2:13]1)=[CH:21][CH:20]=[CH:19][CH:18]=3. (2) Given the reactants [Cl:1][C:2]1[CH:3]=[C:4]2[N:25]=[C:24]([O:26][C@H:27]3[C@H:31]4[O:32][CH2:33][C@@H:34]([OH:35])[C@H:30]4[O:29][CH2:28]3)[N:23]([CH2:36][O:37][CH2:38][CH2:39][Si:40]([CH3:43])([CH3:42])[CH3:41])[C:5]2=[N:6][C:7]=1[C:8]1[CH:13]=[CH:12][C:11](B2OC(C)(C)C(C)(C)O2)=[CH:10][CH:9]=1.Br[C:45]1[CH:50]=[CH:49][C:48]([NH:51][S:52]([CH3:59])(=[N:54][CH:55]2[CH2:58][CH2:57][CH2:56]2)=[O:53])=[CH:47][CH:46]=1, predict the reaction product. The product is: [OH:35][C@H:34]1[C@H:30]2[O:29][CH2:28][C@@H:27]([O:26][C:24]3[N:23]([CH2:36][O:37][CH2:38][CH2:39][Si:40]([CH3:43])([CH3:42])[CH3:41])[C:5]4=[N:6][C:7]([C:8]5[CH:13]=[CH:12][C:11]([C:45]6[CH:50]=[CH:49][C:48]([NH:51][S:52]([CH3:59])(=[N:54][CH:55]7[CH2:58][CH2:57][CH2:56]7)=[O:53])=[CH:47][CH:46]=6)=[CH:10][CH:9]=5)=[C:2]([Cl:1])[CH:3]=[C:4]4[N:25]=3)[C@H:31]2[O:32][CH2:33]1. (3) Given the reactants O=[C:2]1[C:10]2[C:5](=[CH:6][CH:7]=[CH:8][CH:9]=2)[C:4](=O)[N:3]1[CH2:12][CH2:13][CH2:14][C@H:15]([N:18](C)[C:19](=O)OCC1C=CC=CC=1)[CH2:16][OH:17].[H][H], predict the reaction product. The product is: [OH:17][CH2:16][C@@H:15]([NH:18][CH3:19])[CH2:14][CH2:13][CH2:12][N:3]1[CH2:2][C:10]2[C:5](=[CH:6][CH:7]=[CH:8][CH:9]=2)[CH2:4]1. (4) Given the reactants [NH2:1][C:2]1[N:7]=[C:6]([C:8]2[O:9][CH:10]=[CH:11][CH:12]=2)[C:5]([C:13]#[N:14])=[C:4](S(C)=O)[N:3]=1.[CH2:18]1[C:27]2[C:22](=[CH:23][CH:24]=[CH:25][CH:26]=2)[CH2:21][CH2:20][NH:19]1, predict the reaction product. The product is: [NH2:1][C:2]1[N:3]=[C:4]([N:19]2[CH2:20][CH2:21][C:22]3[C:27](=[CH:26][CH:25]=[CH:24][CH:23]=3)[CH2:18]2)[C:5]([C:13]#[N:14])=[C:6]([C:8]2[O:9][CH:10]=[CH:11][CH:12]=2)[N:7]=1.